This data is from Reaction yield outcomes from USPTO patents with 853,638 reactions. The task is: Predict the reaction yield, written as a fraction of the theoretical maximum amount of product (1.0 means a 100% yield; for example, 0.34 means a 34% yield). (1) The product is [CH2:1]([O:3][C:4]([C:5]1[N:6]=[C:7]([CH3:8])[S:22][C:10]=1[NH2:11])=[O:12])[CH3:2]. The reactants are [CH2:1]([O:3][C:4](=[O:12])[CH:5]([C:10]#[N:11])[NH:6][C:7](=O)[CH3:8])[CH3:2].COC1C=CC(P2(=S)SP(=S)(C3C=CC(OC)=CC=3)[S:22]2)=CC=1. The yield is 0.505. The catalyst is C1(C)C=CC=CC=1. (2) The reactants are C([O:3][CH:4](OCC)[C:5]1[O:6][C:7]2[CH:13]=[CH:12][C:11]([C:14]([O:16][CH3:17])=[O:15])=[CH:10][C:8]=2[CH:9]=1)C.C(O)=O. The catalyst is O. The product is [CH:4]([C:5]1[O:6][C:7]2[CH:13]=[CH:12][C:11]([C:14]([O:16][CH3:17])=[O:15])=[CH:10][C:8]=2[CH:9]=1)=[O:3]. The yield is 0.990.